This data is from Peptide-MHC class II binding affinity with 134,281 pairs from IEDB. The task is: Regression. Given a peptide amino acid sequence and an MHC pseudo amino acid sequence, predict their binding affinity value. This is MHC class II binding data. (1) The peptide sequence is PNMLRIMASLVLARK. The MHC is DRB5_0101 with pseudo-sequence DRB5_0101. The binding affinity (normalized) is 0.607. (2) The peptide sequence is GELQIVGKIDAAFKI. The MHC is DRB1_0401 with pseudo-sequence DRB1_0401. The binding affinity (normalized) is 0.461. (3) The peptide sequence is TSYVKVLHHMVKISG. The MHC is DRB1_0401 with pseudo-sequence DRB1_0401. The binding affinity (normalized) is 0.204. (4) The peptide sequence is MNIKLQMPLYVAGYK. The MHC is HLA-DQA10102-DQB10602 with pseudo-sequence HLA-DQA10102-DQB10602. The binding affinity (normalized) is 0.423. (5) The peptide sequence is SEELRSLYNTVATLYCVHQ. The MHC is DRB1_1001 with pseudo-sequence DRB1_1001. The binding affinity (normalized) is 0.661.